From a dataset of Catalyst prediction with 721,799 reactions and 888 catalyst types from USPTO. Predict which catalyst facilitates the given reaction. Reactant: [Cl:1][C:2]1[CH:7]=[CH:6][C:5]([CH2:8][C:9]([O:11][CH3:12])=[O:10])=[CH:4][CH:3]=1.C([Li])CCC.[O:18]=[C:19]1[CH2:24][CH2:23][N:22]([C:25]([O:27][C:28]([CH3:31])([CH3:30])[CH3:29])=[O:26])[CH2:21][CH2:20]1. Product: [Cl:1][C:2]1[CH:3]=[CH:4][C:5]([CH:8]([C:19]2([OH:18])[CH2:20][CH2:21][N:22]([C:25]([O:27][C:28]([CH3:30])([CH3:29])[CH3:31])=[O:26])[CH2:23][CH2:24]2)[C:9]([O:11][CH3:12])=[O:10])=[CH:6][CH:7]=1. The catalyst class is: 7.